This data is from Forward reaction prediction with 1.9M reactions from USPTO patents (1976-2016). The task is: Predict the product of the given reaction. (1) Given the reactants [F:1][C:2]1[CH:10]=[CH:9][CH:8]=[CH:7][C:3]=1[C:4]([OH:6])=O.[F:11][C:12]([F:31])([F:30])[C:13]1([CH2:16][CH:17]([C:20]2[CH:21]=[N:22][C:23]([C:26]([F:29])([F:28])[F:27])=[CH:24][CH:25]=2)[CH2:18][NH2:19])[CH2:15][CH2:14]1, predict the reaction product. The product is: [F:1][C:2]1[CH:10]=[CH:9][CH:8]=[CH:7][C:3]=1[C:4]([NH:19][CH2:18][CH:17]([C:20]1[CH:21]=[N:22][C:23]([C:26]([F:29])([F:27])[F:28])=[CH:24][CH:25]=1)[CH2:16][C:13]1([C:12]([F:11])([F:30])[F:31])[CH2:14][CH2:15]1)=[O:6]. (2) Given the reactants [NH:1]1[CH:5]=[C:4]([C:6]2[CH:22]=[CH:21][C:9]3[C:10]4[N:11]=[C:12]([C:18]([OH:20])=O)[S:13][C:14]=4[CH2:15][CH2:16][O:17][C:8]=3[CH:7]=2)[CH:3]=[N:2]1.[CH3:23][C:24]1[N:29]=[C:28]([N:30]2[CH2:35][CH2:34][NH:33][CH2:32][CH2:31]2)[CH:27]=[CH:26][CH:25]=1, predict the reaction product. The product is: [CH3:23][C:24]1[N:29]=[C:28]([N:30]2[CH2:35][CH2:34][N:33]([C:18]([C:12]3[S:13][C:14]4[CH2:15][CH2:16][O:17][C:8]5[CH:7]=[C:6]([C:4]6[CH:3]=[N:2][NH:1][CH:5]=6)[CH:22]=[CH:21][C:9]=5[C:10]=4[N:11]=3)=[O:20])[CH2:32][CH2:31]2)[CH:27]=[CH:26][CH:25]=1. (3) The product is: [Cl:20][C:10]1[C:9]([CH3:8])=[C:14]([C:13]([S:16]([CH3:19])(=[O:17])=[O:18])=[CH:12][CH:11]=1)[CH:15]=[N:1][OH:2]. Given the reactants [N:1](OCCCC)=[O:2].[CH3:8][C:9]1[C:14]([CH3:15])=[C:13]([S:16]([CH3:19])(=[O:18])=[O:17])[CH:12]=[CH:11][C:10]=1[Cl:20].CC(C)([O-])C.[K+].O, predict the reaction product. (4) Given the reactants [CH2:1]([O:3][C:4]([C:6]1[S:7][C:8]([S:31][CH3:32])=[C:9]([S:11]([C:14]2[CH:15]=[C:16]([C:25]3[CH:30]=[CH:29][CH:28]=[CH:27][CH:26]=3)[CH:17]=[C:18]([O:20]C(C)(C)C)[CH:19]=2)(=[O:13])=[O:12])[CH:10]=1)=[O:5])[CH3:2], predict the reaction product. The product is: [CH2:1]([O:3][C:4]([C:6]1[S:7][C:8]([S:31][CH3:32])=[C:9]([S:11]([C:14]2[CH:15]=[C:16]([C:25]3[CH:26]=[CH:27][CH:28]=[CH:29][CH:30]=3)[CH:17]=[C:18]([OH:20])[CH:19]=2)(=[O:13])=[O:12])[CH:10]=1)=[O:5])[CH3:2]. (5) Given the reactants [CH3:1][C:2]([O-])([CH3:4])[CH3:3].[K+].N#N.[CH2:9]([O:16][CH2:17][CH2:18][CH:19]1[CH2:24]CC(=O)C[CH2:20]1)[C:10]1[CH:15]=[CH:14][CH:13]=[CH:12][CH:11]=1, predict the reaction product. The product is: [CH2:1]=[C:2]1[CH2:4][CH2:20][CH:19]([CH2:18][CH2:17][O:16][CH2:9][C:10]2[CH:15]=[CH:14][CH:13]=[CH:12][CH:11]=2)[CH2:24][CH2:3]1. (6) Given the reactants [N:1]1[CH:6]=[CH:5][C:4]([CH2:7][NH:8][C:9]([C:11]2[S:19][C:18]3[N:13]([C:14](=[O:22])[NH:15][C:16](=[O:21])[C:17]=3[CH3:20])[CH:12]=2)=[O:10])=[CH:3][CH:2]=1.[Cl:23][C:24]1[CH:31]=[CH:30][C:27]([CH2:28]Br)=[CH:26][CH:25]=1, predict the reaction product. The product is: [ClH:23].[N:1]1[CH:6]=[CH:5][C:4]([CH2:7][NH:8][C:9]([C:11]2[S:19][C:18]3[N:13]([C:14](=[O:22])[N:15]([CH2:28][C:27]4[CH:30]=[CH:31][C:24]([Cl:23])=[CH:25][CH:26]=4)[C:16](=[O:21])[C:17]=3[CH3:20])[CH:12]=2)=[O:10])=[CH:3][CH:2]=1. (7) The product is: [Cl:1][C:2]1[CH:3]=[CH:4][C:5]([O:18][CH3:19])=[C:6]([N:8]2[C:12]([C:20]#[N:21])=[CH:11][C:10]([C:14]([F:17])([F:16])[F:15])=[N:9]2)[CH:7]=1. Given the reactants [Cl:1][C:2]1[CH:3]=[CH:4][C:5]([O:18][CH3:19])=[C:6]([N:8]2[C:12](I)=[CH:11][C:10]([C:14]([F:17])([F:16])[F:15])=[N:9]2)[CH:7]=1.[C:20]([Cu])#[N:21], predict the reaction product.